This data is from Forward reaction prediction with 1.9M reactions from USPTO patents (1976-2016). The task is: Predict the product of the given reaction. (1) Given the reactants [H-].[Al+3].[Li+].[H-].[H-].[H-].[CH2:7]([N:9]1[C:13]([NH:14][C:15]([C:28]2[CH:33]=[CH:32][CH:31]=[CH:30][CH:29]=2)([C:22]2[CH:27]=[CH:26][CH:25]=[CH:24][CH:23]=2)[C:16]2[CH:21]=[CH:20][CH:19]=[CH:18][CH:17]=2)=[C:12]([C:34]#[N:35])[CH:11]=[N:10]1)[CH3:8].[F-].[Na+].O, predict the reaction product. The product is: [NH2:35][CH2:34][C:12]1[CH:11]=[N:10][N:9]([CH2:7][CH3:8])[C:13]=1[NH:14][C:15]([C:22]1[CH:27]=[CH:26][CH:25]=[CH:24][CH:23]=1)([C:28]1[CH:29]=[CH:30][CH:31]=[CH:32][CH:33]=1)[C:16]1[CH:21]=[CH:20][CH:19]=[CH:18][CH:17]=1. (2) Given the reactants [C:1]([O:4][C@H:5]1[C@H:10]([O:11][C:12](=[O:14])[CH3:13])[C@H:9]([O:15][C:16](=[O:18])[CH3:17])[C@@H:8]([C:19]2[CH:24]=[CH:23][C:22]([C:25]#[C:26][Si](C)(C)C)=[CH:21][CH:20]=2)[O:7][C@@H:6]1[CH2:31][O:32][C:33](=[O:35])[CH3:34])(=[O:3])[CH3:2].CC(O)=O.CCCC[N+](CCCC)(CCCC)CCCC.[F-], predict the reaction product. The product is: [C:1]([O:4][C@H:5]1[C@H:10]([O:11][C:12](=[O:14])[CH3:13])[C@H:9]([O:15][C:16](=[O:18])[CH3:17])[C@@H:8]([C:19]2[CH:20]=[CH:21][C:22]([C:25]#[CH:26])=[CH:23][CH:24]=2)[O:7][C@@H:6]1[CH2:31][O:32][C:33](=[O:35])[CH3:34])(=[O:3])[CH3:2]. (3) The product is: [C:4]([C:5]1[C:26]([O:27][CH3:28])=[CH:25][C:8]2[C:9]([CH3:24])([CH3:23])[C:10]3[NH:11][C:12]4[C:17]([C:18]=3[C:19](=[O:20])[C:7]=2[CH:6]=1)=[CH:16][CH:15]=[C:14]([C:21]#[N:22])[CH:13]=4)#[CH:3]. Given the reactants OC(C)(C)[C:3]#[C:4][C:5]1[C:26]([O:27][CH3:28])=[CH:25][C:8]2[C:9]([CH3:24])([CH3:23])[C:10]3[NH:11][C:12]4[C:17]([C:18]=3[C:19](=[O:20])[C:7]=2[CH:6]=1)=[CH:16][CH:15]=[C:14]([C:21]#[N:22])[CH:13]=4.[H-].[Na+].O, predict the reaction product. (4) Given the reactants [NH2:1][C:2]1[CH:10]=[C:9]2[C:5]([C:6]([CH3:19])([CH3:18])[CH2:7][N:8]2[C:11]([O:13][C:14]([CH3:17])([CH3:16])[CH3:15])=[O:12])=[CH:4][CH:3]=1.[H][H], predict the reaction product. The product is: [C:14]([O:13][C:11]([N:8]1[C:9]2[C:5](=[CH:4][CH:3]=[C:2]([NH2:1])[CH:10]=2)[C:6]([CH3:19])([CH3:18])[CH2:7]1)=[O:12])([CH3:17])([CH3:15])[CH3:16].[NH2:1][C:2]1[CH:10]=[C:9]2[C:5]([C:6]([CH3:19])([CH3:18])[CH2:7][N:8]2[C:11]([O:13][C:14]([CH3:17])([CH3:16])[CH3:15])=[O:12])=[CH:4][CH:3]=1. (5) Given the reactants [CH2:1]([O:5][CH2:6][CH2:7][O:8][C:9]1[CH:14]=[CH:13][C:12]([C:15]2[CH:16]=[C:17]3[C:22]4=[C:23]([CH:25]=[C:26]([C:30]([O:32]CC)=[O:31])[CH2:27][CH2:28][CH2:29][N:21]4[CH2:20][CH2:19][CH2:18]3)[CH:24]=2)=[CH:11][CH:10]=1)[CH2:2][CH2:3][CH3:4].[OH-].[Na+].Cl, predict the reaction product. The product is: [CH2:1]([O:5][CH2:6][CH2:7][O:8][C:9]1[CH:10]=[CH:11][C:12]([C:15]2[CH:16]=[C:17]3[C:22]4=[C:23]([CH:25]=[C:26]([C:30]([OH:32])=[O:31])[CH2:27][CH2:28][CH2:29][N:21]4[CH2:20][CH2:19][CH2:18]3)[CH:24]=2)=[CH:13][CH:14]=1)[CH2:2][CH2:3][CH3:4]. (6) Given the reactants [Cl:1][C:2]1[CH:7]=[CH:6][CH:5]=[CH:4][C:3]=1[S:8]([N:11]1[C:15]([C:16]2[C:17]([C:22]#[N:23])=[N:18][CH:19]=[CH:20][CH:21]=2)=[CH:14][C:13]([CH2:24][N:25](C)[C:26](=O)OC(C)(C)C)=[CH:12]1)(=[O:10])=[O:9].C(OCC)(=O)C.Cl, predict the reaction product. The product is: [ClH:1].[Cl:1][C:2]1[CH:7]=[CH:6][CH:5]=[CH:4][C:3]=1[S:8]([N:11]1[CH:12]=[C:13]([CH2:24][NH:25][CH3:26])[CH:14]=[C:15]1[C:16]1[C:17]([C:22]#[N:23])=[N:18][CH:19]=[CH:20][CH:21]=1)(=[O:10])=[O:9].